From a dataset of Peptide-MHC class I binding affinity with 185,985 pairs from IEDB/IMGT. Regression. Given a peptide amino acid sequence and an MHC pseudo amino acid sequence, predict their binding affinity value. This is MHC class I binding data. (1) The peptide sequence is SSAYVFSVK. The MHC is HLA-A68:01 with pseudo-sequence HLA-A68:01. The binding affinity (normalized) is 0.930. (2) The peptide sequence is SRYWEPEFY. The MHC is HLA-A26:01 with pseudo-sequence HLA-A26:01. The binding affinity (normalized) is 0.0847. (3) The peptide sequence is ARWLASTPL. The MHC is HLA-B15:42 with pseudo-sequence HLA-B15:42. The binding affinity (normalized) is 0.213. (4) The peptide sequence is GTVPTDNPF. The MHC is HLA-A25:01 with pseudo-sequence HLA-A25:01. The binding affinity (normalized) is 0.0847.